This data is from Forward reaction prediction with 1.9M reactions from USPTO patents (1976-2016). The task is: Predict the product of the given reaction. (1) Given the reactants C([O:3][C:4]([C:6]1[NH:7][C:8]2[C:13]([CH:14]=1)=[CH:12][C:11]([Cl:15])=[CH:10][C:9]=2[CH2:16][N:17]1[CH2:22][CH2:21][N:20]([CH3:23])[CH2:19][CH2:18]1)=[O:5])C.O[Li].O.Cl, predict the reaction product. The product is: [Cl:15][C:11]1[CH:12]=[C:13]2[C:8](=[C:9]([CH2:16][N:17]3[CH2:18][CH2:19][N:20]([CH3:23])[CH2:21][CH2:22]3)[CH:10]=1)[NH:7][C:6]([C:4]([OH:5])=[O:3])=[CH:14]2. (2) Given the reactants N[C:2]1[C:3]2[C@H:51]3[CH2:52][C@H:50]3[C:49]([F:54])([F:53])[C:4]=2[N:5]([CH2:7][C:8]([NH:10][C@H:11]([C:21]2[C:26]([C:27]3[CH:28]=[CH:29][C:30]([Cl:42])=[C:31]4[C:35]=3[N:34]([CH3:36])[N:33]=[C:32]4[NH:37][S:38]([CH3:41])(=[O:40])=[O:39])=[CH:25][CH:24]=[C:23]([C:43]#[C:44][C:45]([OH:48])([CH3:47])[CH3:46])[N:22]=2)[CH2:12][C:13]2[CH:18]=[C:17]([F:19])[CH:16]=[C:15]([F:20])[CH:14]=2)=[O:9])[N:6]=1.N(OCCC(C)C)=O, predict the reaction product. The product is: [Cl:42][C:30]1[CH:29]=[CH:28][C:27]([C:26]2[C:21]([C@@H:11]([NH:10][C:8](=[O:9])[CH2:7][N:5]3[C:4]4[C:49]([F:53])([F:54])[C@@H:50]5[CH2:52][C@@H:51]5[C:3]=4[CH:2]=[N:6]3)[CH2:12][C:13]3[CH:18]=[C:17]([F:19])[CH:16]=[C:15]([F:20])[CH:14]=3)=[N:22][C:23]([C:43]#[C:44][C:45]([OH:48])([CH3:47])[CH3:46])=[CH:24][CH:25]=2)=[C:35]2[C:31]=1[C:32]([NH:37][S:38]([CH3:41])(=[O:39])=[O:40])=[N:33][N:34]2[CH3:36]. (3) Given the reactants [N+:1]([C:4]1[CH:5]=[CH:6][C:7]([C:14]([F:17])([F:16])[F:15])=[C:8]2[C:13]=1[N:12]=[CH:11][CH:10]=[CH:9]2)([O-])=O.[Sn](Cl)Cl, predict the reaction product. The product is: [F:17][C:14]([F:15])([F:16])[C:7]1[CH:6]=[CH:5][C:4]([NH2:1])=[C:13]2[C:8]=1[CH:9]=[CH:10][CH:11]=[N:12]2. (4) Given the reactants [CH3:1][N:2]1[CH2:7][CH2:6][N:5]([C:8]2[CH:9]=[CH:10][C:11]3[N:15]=[C:14]([C:16]4[NH:20][N:19]=[C:18]([C:21]5[CH:27]=[CH:26][C:24]([NH2:25])=[CH:23][CH:22]=5)[CH:17]=4)[NH:13][C:12]=3[CH:28]=2)[CH2:4][CH2:3]1.[N:29]([C:32]1[CH:37]=[CH:36][C:35]([O:38][C:39]([F:42])([F:41])[F:40])=[CH:34][CH:33]=1)=[C:30]=[O:31].C(N(CC)CC)C, predict the reaction product. The product is: [CH3:1][N:2]1[CH2:7][CH2:6][N:5]([C:8]2[CH:9]=[CH:10][C:11]3[NH:15][C:14]([C:16]4[CH:17]=[C:18]([C:21]5[CH:27]=[CH:26][C:24]([NH:25][C:30]([NH:29][C:32]6[CH:37]=[CH:36][C:35]([O:38][C:39]([F:40])([F:41])[F:42])=[CH:34][CH:33]=6)=[O:31])=[CH:23][CH:22]=5)[NH:19][N:20]=4)=[N:13][C:12]=3[CH:28]=2)[CH2:4][CH2:3]1. (5) Given the reactants [Br:1][C:2]1[CH:7]=[CH:6][C:5]([OH:8])=[C:4]([Cl:9])[CH:3]=1.[CH3:10][N:11]1[CH2:16][CH2:15][N:14]([CH2:17][CH2:18]O)[CH2:13][CH2:12]1.C1C=CC(P(C2C=CC=CC=2)C2C=CC=CC=2)=CC=1.N(C(OC(C)(C)C)=O)=NC(OC(C)(C)C)=O, predict the reaction product. The product is: [Br:1][C:2]1[CH:7]=[CH:6][C:5]([O:8][CH2:18][CH2:17][N:14]2[CH2:15][CH2:16][N:11]([CH3:10])[CH2:12][CH2:13]2)=[C:4]([Cl:9])[CH:3]=1.